This data is from Reaction yield outcomes from USPTO patents with 853,638 reactions. The task is: Predict the reaction yield, written as a fraction of the theoretical maximum amount of product (1.0 means a 100% yield; for example, 0.34 means a 34% yield). (1) The reactants are [C:1]1([C:7]([OH:9])=[O:8])([C:4](O)=[O:5])[CH2:3][CH2:2]1.C(N(CC)CC)C.S(Cl)(Cl)=O.[F:21][C:22]1[CH:28]=[CH:27][C:25]([NH2:26])=[CH:24][CH:23]=1. The catalyst is C1COCC1.C(OCC)(=O)C. The product is [F:21][C:22]1[CH:28]=[CH:27][C:25]([NH:26][C:4]([C:1]2([C:7]([OH:9])=[O:8])[CH2:3][CH2:2]2)=[O:5])=[CH:24][CH:23]=1. The yield is 0.652. (2) The reactants are [CH2:1]([C:3]1[C:4]([O:15]C)=[N:5][C:6]([CH3:14])=[C:7]([C:9]2[N:13]=[CH:12][O:11][N:10]=2)[CH:8]=1)[CH3:2].[I-].[Na+].C(#N)C.Cl[Si](C)(C)C. The catalyst is O. The product is [CH2:1]([C:3]1[C:4](=[O:15])[NH:5][C:6]([CH3:14])=[C:7]([C:9]2[N:13]=[CH:12][O:11][N:10]=2)[CH:8]=1)[CH3:2]. The yield is 0.730. (3) The reactants are [Si]([O:8][C@@H:9]1[C@@:35]2([CH3:36])[C:13](=[CH:14][CH:15]=[C:16]3[C@@H:34]2[CH2:33][CH2:32][C@@:31]2([CH3:37])[C@H:17]3[CH2:18][CH:19]=[C:20]2[C@H:21]([O:23][CH2:24][CH2:25][C:26]([N:28]([CH3:30])[CH3:29])=[O:27])[CH3:22])[CH2:12][C@@H:11]([O:38][Si](C(C)(C)C)(C)C)[CH2:10]1)(C(C)(C)C)(C)C.[F-].C([N+](CCCC)(CCCC)CCCC)CCC. The catalyst is O1CCCC1. The product is [OH:8][C@@H:9]1[C@@:35]2([CH3:36])[C:13](=[CH:14][CH:15]=[C:16]3[C@@H:34]2[CH2:33][CH2:32][C@@:31]2([CH3:37])[C@H:17]3[CH2:18][CH:19]=[C:20]2[C@H:21]([O:23][CH2:24][CH2:25][C:26]([N:28]([CH3:29])[CH3:30])=[O:27])[CH3:22])[CH2:12][C@@H:11]([OH:38])[CH2:10]1. The yield is 0.830. (4) The reactants are Br[C:2]1[CH:7]=[CH:6][C:5]([C:8]2[N:9]([C:17]3[CH:22]=[CH:21][C:20]([S:23]([CH3:26])(=[O:25])=[O:24])=[C:19]([F:27])[CH:18]=3)[CH:10]=[C:11]([C:13]([F:16])([F:15])[F:14])[N:12]=2)=[CH:4][CH:3]=1.C([Sn](CCCC)(CCCC)[C:33]1[N:34]=[CH:35][S:36][CH:37]=1)CCC.[Cl-]. The catalyst is O1CCOCC1.C1C=CC([P]([Pd]([P](C2C=CC=CC=2)(C2C=CC=CC=2)C2C=CC=CC=2)([P](C2C=CC=CC=2)(C2C=CC=CC=2)C2C=CC=CC=2)[P](C2C=CC=CC=2)(C2C=CC=CC=2)C2C=CC=CC=2)(C2C=CC=CC=2)C2C=CC=CC=2)=CC=1. The product is [F:27][C:19]1[CH:18]=[C:17]([N:9]2[CH:10]=[C:11]([C:13]([F:16])([F:15])[F:14])[N:12]=[C:8]2[C:5]2[CH:6]=[CH:7][C:2]([C:33]3[N:34]=[CH:35][S:36][CH:37]=3)=[CH:3][CH:4]=2)[CH:22]=[CH:21][C:20]=1[S:23]([CH3:26])(=[O:25])=[O:24]. The yield is 0.876. (5) The reactants are [CH2:1]([O:8][C:9]([N:11]([CH3:25])[CH:12]1[CH2:17][CH2:16][CH2:15][N:14](C(OC(C)(C)C)=O)[CH2:13]1)=[O:10])[C:2]1[CH:7]=[CH:6][CH:5]=[CH:4][CH:3]=1.C(O)(C(F)(F)F)=O. The catalyst is C(Cl)Cl. The product is [CH3:25][N:11]([CH:12]1[CH2:17][CH2:16][CH2:15][NH:14][CH2:13]1)[C:9](=[O:10])[O:8][CH2:1][C:2]1[CH:7]=[CH:6][CH:5]=[CH:4][CH:3]=1. The yield is 0.940.